From a dataset of Forward reaction prediction with 1.9M reactions from USPTO patents (1976-2016). Predict the product of the given reaction. (1) Given the reactants [F:1][C:2]([F:18])([F:17])[O:3][C:4]1[CH:16]=[CH:15][C:7]([O:8][CH:9]([CH2:13][CH3:14])[C:10](O)=[O:11])=[CH:6][CH:5]=1.C(Cl)(=O)C([Cl:22])=O, predict the reaction product. The product is: [F:1][C:2]([F:18])([F:17])[O:3][C:4]1[CH:16]=[CH:15][C:7]([O:8][CH:9]([CH2:13][CH3:14])[C:10]([Cl:22])=[O:11])=[CH:6][CH:5]=1. (2) The product is: [S:1](=[O:26])(=[O:25])([O:3][CH2:4][C@@H:5]1[C@@H:12]2[C@@H:8]([O:9][C:10]([CH3:14])([CH3:13])[O:11]2)[C@H:7]([N:15]2[CH:23]=[N:22][C:21]3[C:16]2=[N:17][CH:18]=[N:19][C:20]=3[C:37]#[C:36][C:38]2[CH:43]=[CH:42][CH:41]=[CH:40][C:39]=2[C:44]([F:45])([F:46])[F:47])[O:6]1)[NH2:2]. Given the reactants [S:1](=[O:26])(=[O:25])([O:3][CH2:4][C@@H:5]1[C@@H:12]2[C@@H:8]([O:9][C:10]([CH3:14])([CH3:13])[O:11]2)[C@H:7]([N:15]2[CH:23]=[N:22][C:21]3[C:16]2=[N:17][CH:18]=[N:19][C:20]=3I)[O:6]1)[NH2:2].CCN(C(C)C)C(C)C.[C:36]([C:38]1[CH:43]=[CH:42][CH:41]=[CH:40][C:39]=1[C:44]([F:47])([F:46])[F:45])#[CH:37], predict the reaction product. (3) Given the reactants C(C1C=CC=CC=1)C.N([O:11][C:12](C)(C)[CH3:13])=O.ON1C(=O)C2=CC=CC=C2C1=O.C(=NO)(C1C=CC=CC=1)C.[N+](C(C1C=CC=CC=1)C)([O-])=O.[C:49]([C:52]1[CH:57]=[CH:56][CH:55]=[CH:54][CH:53]=1)(=[O:51])[CH3:50], predict the reaction product. The product is: [C:12]([O:51][CH:49]([CH3:50])[C:52]1[CH:57]=[CH:56][CH:55]=[CH:54][CH:53]=1)(=[O:11])[CH3:13]. (4) The product is: [C:1]([C:3]1[C:4]([N:16]2[CH2:17][CH2:18][CH:19]([C:22]([NH:67][S:64]([C:61]3[CH:60]=[CH:59][C:58]([O:57][CH3:56])=[CH:63][CH:62]=3)(=[O:65])=[O:66])=[O:23])[CH2:20][CH2:21]2)=[N:5][C:6]([CH3:15])=[C:7]([CH:8]=1)[C:9]([O:11][CH:12]([CH3:14])[CH3:13])=[O:10])#[N:2]. Given the reactants [C:1]([C:3]1[C:4]([N:16]2[CH2:21][CH2:20][CH:19]([C:22](O)=[O:23])[CH2:18][CH2:17]2)=[N:5][C:6]([CH3:15])=[C:7]([C:9]([O:11][CH:12]([CH3:14])[CH3:13])=[O:10])[CH:8]=1)#[N:2].CN(C(ON1N=NC2C=CC=CC1=2)=[N+](C)C)C.[B-](F)(F)(F)F.CCN(C(C)C)C(C)C.[CH3:56][O:57][C:58]1[CH:63]=[CH:62][C:61]([S:64]([NH2:67])(=[O:66])=[O:65])=[CH:60][CH:59]=1.C([O-])(O)=O.[Na+], predict the reaction product. (5) The product is: [Cl:1][C:2]1[CH:3]=[C:4]([CH:6]=[CH:7][C:8]=1[O:9][CH2:10][C:11]1[CH:16]=[CH:15][CH:14]=[C:13]([F:17])[CH:12]=1)[NH:5][C:20]1[C:29]2[C:24](=[CH:25][CH:26]=[CH:27][C:28]=2[F:30])[N:23]=[CH:22][N:21]=1. Given the reactants [Cl:1][C:2]1[CH:3]=[C:4]([CH:6]=[CH:7][C:8]=1[O:9][CH2:10][C:11]1[CH:16]=[CH:15][CH:14]=[C:13]([F:17])[CH:12]=1)[NH2:5].Cl.Cl[C:20]1[C:29]2[C:24](=[CH:25][CH:26]=[CH:27][C:28]=2[F:30])[N:23]=[CH:22][N:21]=1.C(N(C(C)C)CC)(C)C, predict the reaction product. (6) Given the reactants Cl[C:2]1[C:11]2[C:6](=[CH:7][C:8]([O:12][CH3:13])=[CH:9][CH:10]=2)[CH:5]=[C:4]([NH:14][C:15]2[CH:19]=[CH:18][NH:17][N:16]=2)[N:3]=1.[CH3:20][C:21]1[CH:22]=[C:23]([OH:27])[CH:24]=[CH:25][CH:26]=1, predict the reaction product. The product is: [CH3:13][O:12][C:8]1[CH:7]=[C:6]2[C:11](=[CH:10][CH:9]=1)[C:2]([O:27][C:23]1[CH:22]=[C:21]([CH3:20])[CH:26]=[CH:25][CH:24]=1)=[N:3][C:4]([NH:14][C:15]1[CH:19]=[CH:18][NH:17][N:16]=1)=[CH:5]2. (7) Given the reactants [C:1]([O:5][C:6]([N:8]1[CH2:12][CH2:11][CH:10]([NH2:13])[CH2:9]1)=[O:7])([CH3:4])([CH3:3])[CH3:2].[CH:14](=O)[CH:15]([CH3:17])[CH3:16].[H][H], predict the reaction product. The product is: [CH2:14]([NH:13][C@H:10]1[CH2:11][CH2:12][N:8]([C:6]([O:5][C:1]([CH3:4])([CH3:2])[CH3:3])=[O:7])[CH2:9]1)[CH:15]([CH3:17])[CH3:16].